This data is from Full USPTO retrosynthesis dataset with 1.9M reactions from patents (1976-2016). The task is: Predict the reactants needed to synthesize the given product. (1) Given the product [OH:14][N:13]=[C:2]([C:3]1[CH:4]=[C:5]2[C:10](=[CH:11][CH:12]=1)[NH:16][CH:15]=[CH:6]2)[NH2:1], predict the reactants needed to synthesize it. The reactants are: [NH2:1][C:2](=[N:13][OH:14])[C:3]1[CH:4]=[C:5]([CH:10]=[CH:11][CH:12]=1)[C:6](OC)=O.[C:15](C1C=C2C(=CC=1)NC=C2)#[N:16]. (2) The reactants are: [F:1][C:2]([F:9])([F:8])[C:3](OCC)=O.C[O-].[Na+].[C:13]([C:16]1[C:21](=[O:22])[CH:20]=[CH:19][N:18]([C:23]2[CH:28]=[CH:27][CH:26]=[C:25]([C:29]([F:32])([F:31])[F:30])[CH:24]=2)[N:17]=1)(=O)[CH3:14].[C:33]1([NH:39][NH2:40])[CH:38]=[CH:37][CH:36]=[CH:35][CH:34]=1. Given the product [C:33]1([N:39]2[C:13]([C:16]3[C:21](=[O:22])[CH:20]=[CH:19][N:18]([C:23]4[CH:28]=[CH:27][CH:26]=[C:25]([C:29]([F:32])([F:31])[F:30])[CH:24]=4)[N:17]=3)=[CH:14][C:3]([C:2]([F:1])([F:8])[F:9])=[N:40]2)[CH:38]=[CH:37][CH:36]=[CH:35][CH:34]=1, predict the reactants needed to synthesize it. (3) Given the product [F:14][C:4]1[CH:3]=[C:2]([CH:7]=[C:6]([O:8][CH2:9][C:10]([F:13])([F:12])[F:11])[CH:5]=1)[CH:23]=[O:24], predict the reactants needed to synthesize it. The reactants are: Br[C:2]1[CH:7]=[C:6]([O:8][CH2:9][C:10]([F:13])([F:12])[F:11])[CH:5]=[C:4]([F:14])[CH:3]=1.[Li]CCCC.CN([CH:23]=[O:24])C. (4) Given the product [C:19]1([C:24]2[CH:25]=[CH:26][CH:27]=[CH:28][CH:29]=2)[CH:20]=[CH:21][CH:22]=[CH:23][C:18]=1[NH:17][C:8]([C:5]1[O:4][C:3]([C:1]#[N:2])=[CH:7][CH:6]=1)=[O:10], predict the reactants needed to synthesize it. The reactants are: [C:1]([C:3]1[O:4][C:5]([C:8]([OH:10])=O)=[CH:6][CH:7]=1)#[N:2].C(Cl)(=O)C(Cl)=O.[NH2:17][C:18]1[CH:23]=[CH:22][CH:21]=[CH:20][C:19]=1[C:24]1[CH:29]=[CH:28][CH:27]=[CH:26][CH:25]=1.CCN(C(C)C)C(C)C.C(=O)(O)[O-].[Na+].